Dataset: Forward reaction prediction with 1.9M reactions from USPTO patents (1976-2016). Task: Predict the product of the given reaction. Given the reactants [OH:1][CH:2]1[C:6]2[C:7]([N+:11]([O-])=O)=[CH:8][CH:9]=[CH:10][C:5]=2[C:4](=[O:14])[O:3]1.[H][H], predict the reaction product. The product is: [NH2:11][C:7]1[C:6]2[CH:2]([OH:1])[O:3][C:4](=[O:14])[C:5]=2[CH:10]=[CH:9][CH:8]=1.